Dataset: Forward reaction prediction with 1.9M reactions from USPTO patents (1976-2016). Task: Predict the product of the given reaction. (1) Given the reactants [CH3:1][N:2]1[CH2:7][CH2:6][N:5]([C:8]2[CH:15]=[CH:14][CH:13]=[CH:12][C:9]=2[CH:10]=[O:11])[CH2:4][CH2:3]1.C([Cl:19])(=O)C, predict the reaction product. The product is: [ClH:19].[CH3:1][N:2]1[CH2:7][CH2:6][N:5]([C:8]2[CH:15]=[CH:14][CH:13]=[CH:12][C:9]=2[CH:10]=[O:11])[CH2:4][CH2:3]1. (2) Given the reactants [NH2:1][C:2]1[CH:7]=[CH:6][CH:5]=[CH:4][C:3]=1[NH:8][C:9](=[O:28])[C:10]1[CH:15]=[CH:14][C:13]([CH2:16][N:17]2[CH2:25][C:24]3[C:19](=[CH:20][CH:21]=[CH:22][C:23]=3Br)[C:18]2=[O:27])=[CH:12][CH:11]=1.[O:29]([C:36]1[CH:41]=[CH:40][C:39](B(O)O)=[CH:38][CH:37]=1)[C:30]1[CH:35]=[CH:34][CH:33]=[CH:32][CH:31]=1, predict the reaction product. The product is: [NH2:1][C:2]1[CH:7]=[CH:6][CH:5]=[CH:4][C:3]=1[NH:8][C:9](=[O:28])[C:10]1[CH:15]=[CH:14][C:13]([CH2:16][N:17]2[CH2:25][C:24]3[C:19](=[CH:20][CH:21]=[CH:22][C:23]=3[C:39]3[CH:40]=[CH:41][C:36]([O:29][C:30]4[CH:35]=[CH:34][CH:33]=[CH:32][CH:31]=4)=[CH:37][CH:38]=3)[C:18]2=[O:27])=[CH:12][CH:11]=1. (3) Given the reactants Br[C:2]1[CH:3]=[CH:4][C:5]([O:10][C@H:11]2[CH2:16][CH2:15][N:14]([CH:17]=[O:18])[CH2:13][C@H:12]2[F:19])=[C:6]([CH:9]=1)[C:7]#[N:8].[B:20]1([B:20]2[O:24][C:23]([CH3:26])([CH3:25])[C:22]([CH3:28])([CH3:27])[O:21]2)[O:24][C:23]([CH3:26])([CH3:25])[C:22]([CH3:28])([CH3:27])[O:21]1.C([O-])(=O)C.[K+].ClCCl, predict the reaction product. The product is: [F:19][C@H:12]1[C@@H:11]([O:10][C:5]2[CH:4]=[CH:3][C:2]([B:20]3[O:24][C:23]([CH3:26])([CH3:25])[C:22]([CH3:28])([CH3:27])[O:21]3)=[CH:9][C:6]=2[C:7]#[N:8])[CH2:16][CH2:15][N:14]([CH:17]=[O:18])[CH2:13]1. (4) Given the reactants Cl[C:2]1[C:3]([CH3:13])=[C:4]([CH:10]=[CH:11][N:12]=1)[C:5]([O:7][CH2:8][CH3:9])=[O:6].[C:14]([O:18][C:19]([N:21]1[CH2:26][CH2:25][NH:24][CH2:23][CH2:22]1)=[O:20])([CH3:17])([CH3:16])[CH3:15], predict the reaction product. The product is: [CH3:13][C:3]1[C:2]([N:24]2[CH2:23][CH2:22][N:21]([C:19]([O:18][C:14]([CH3:17])([CH3:16])[CH3:15])=[O:20])[CH2:26][CH2:25]2)=[N:12][CH:11]=[CH:10][C:4]=1[C:5]([O:7][CH2:8][CH3:9])=[O:6]. (5) Given the reactants [F:1][C:2]1[CH:3]=[C:4]([NH2:26])[CH:5]=[CH:6][C:7]=1[C:8]1[S:9][C:10]2[C:15]([N:16]=1)=[CH:14][CH:13]=[C:12]([C:17]1([C:20]3[CH:25]=[CH:24][CH:23]=[CH:22][CH:21]=3)[CH2:19][CH2:18]1)[N:11]=2.C(N(C(C)C)C(C)C)C.Cl[C:37](=[O:44])[CH2:38][CH2:39][C:40]([O:42][CH3:43])=[O:41], predict the reaction product. The product is: [F:1][C:2]1[CH:3]=[C:4]([NH:26][C:37](=[O:44])[CH2:38][CH2:39][C:40]([O:42][CH3:43])=[O:41])[CH:5]=[CH:6][C:7]=1[C:8]1[S:9][C:10]2[C:15]([N:16]=1)=[CH:14][CH:13]=[C:12]([C:17]1([C:20]3[CH:21]=[CH:22][CH:23]=[CH:24][CH:25]=3)[CH2:18][CH2:19]1)[N:11]=2. (6) Given the reactants C(C1C(N[C@@H]2C3C(=CC=CC=3)C[C@@H]2O)=NC(CC)=CN=1)C.[CH2:22]([C@H:24]1[C@H:32]([NH2:33])[C:28]2[CH:29]=[CH:30][S:31][C:27]=2[CH2:26][CH2:25]1)[CH3:23].Br[C:35]1[C:40]([CH2:41][CH3:42])=[N:39][C:38]([C:43]2[CH:48]=[CH:47][C:46]([Cl:49])=[CH:45][C:44]=2[Cl:50])=[C:37]([CH2:51][CH3:52])[N:36]=1, predict the reaction product. The product is: [Cl:50][C:44]1[CH:45]=[C:46]([Cl:49])[CH:47]=[CH:48][C:43]=1[C:38]1[N:39]=[C:40]([CH2:41][CH3:42])[C:35]([NH:33][C@@H:32]2[C:28]3[CH:29]=[CH:30][S:31][C:27]=3[CH2:26][CH2:25][C@H:24]2[CH2:22][CH3:23])=[N:36][C:37]=1[CH2:51][CH3:52]. (7) Given the reactants [CH3:1][O:2][C:3]1[CH:37]=[CH:36][C:6]2[CH:7]=[C:8]([C:10]#[C:11][C:12]3[CH:17]=[CH:16][C:15]([C:18]#[C:19][C:20]4([NH:28][C:29](=[O:35])[O:30][C:31]([CH3:34])([CH3:33])[CH3:32])[CH2:25][O:24][C:23]([CH3:27])([CH3:26])[O:22][CH2:21]4)=[CH:14][CH:13]=3)[O:9][C:5]=2[CH:4]=1.C(OC(=O)NC1(C#CC2C=CC(C#CCN3C4C(=CC=C(OC)C=4)C(C(=O)C4C=C(OC)C(OC)=C(OC)C=4)=C3)=CC=2)COC(C)(C)OC1)(C)(C)C, predict the reaction product. The product is: [C:31]([O:30][C:29](=[O:35])[NH:28][C:20]1([CH2:19][CH2:18][C:15]2[CH:16]=[CH:17][C:12]([CH2:11][CH2:10][C:8]3[O:9][C:5]4[CH:4]=[C:3]([O:2][CH3:1])[CH:37]=[CH:36][C:6]=4[CH:7]=3)=[CH:13][CH:14]=2)[CH2:21][O:22][C:23]([CH3:26])([CH3:27])[O:24][CH2:25]1)([CH3:32])([CH3:33])[CH3:34]. (8) Given the reactants [F:1][C:2]([F:24])([F:23])[C:3]1[CH:8]=[CH:7][CH:6]=[CH:5][C:4]=1[C:9]1[CH:14]=[CH:13][N:12]2[CH:15]=[N:16][C:17]([C:18]([O:20]CC)=[O:19])=[C:11]2[N:10]=1.[OH-].[K+].CO, predict the reaction product. The product is: [F:24][C:2]([F:1])([F:23])[C:3]1[CH:8]=[CH:7][CH:6]=[CH:5][C:4]=1[C:9]1[CH:14]=[CH:13][N:12]2[CH:15]=[N:16][C:17]([C:18]([OH:20])=[O:19])=[C:11]2[N:10]=1. (9) Given the reactants [CH:1]1([CH2:6][CH:7]([N:11]2[C:16](=[O:17])[CH:15]=[C:14]([O:18][C:19]3[CH:28]=[CH:27][CH:26]=[C:25]4[C:20]=3[CH:21]=[CH:22][CH:23]=[N:24]4)[CH:13]=[N:12]2)[C:8]([OH:10])=O)[CH2:5][CH2:4][CH2:3][CH2:2]1.[NH2:29][C:30]1[CH:34]=[CH:33][N:32]([CH2:35][C:36]([CH3:39])([OH:38])[CH3:37])[N:31]=1, predict the reaction product. The product is: [CH:1]1([CH2:6][CH:7]([N:11]2[C:16](=[O:17])[CH:15]=[C:14]([O:18][C:19]3[CH:28]=[CH:27][CH:26]=[C:25]4[C:20]=3[CH:21]=[CH:22][CH:23]=[N:24]4)[CH:13]=[N:12]2)[C:8]([NH:29][C:30]2[CH:34]=[CH:33][N:32]([CH2:35][C:36]([OH:38])([CH3:37])[CH3:39])[N:31]=2)=[O:10])[CH2:5][CH2:4][CH2:3][CH2:2]1.